From a dataset of Forward reaction prediction with 1.9M reactions from USPTO patents (1976-2016). Predict the product of the given reaction. (1) The product is: [O:3]1[CH2:4][CH2:5][CH2:6][O:1][CH:2]1[C:7]1[S:11][C:10]([C:12]([N:40]([CH2:41][CH3:42])[CH2:38][CH3:39])=[O:14])=[CH:9][C:8]=1[F:15]. Given the reactants [O:1]1[CH2:6][CH2:5][CH2:4][O:3][CH:2]1[C:7]1[S:11][C:10]([C:12]([OH:14])=O)=[CH:9][C:8]=1[F:15].CN(C(ON1N=NC2C=CC=CC1=2)=[N+](C)C)C.[B-](F)(F)(F)F.[CH2:38]([NH:40][CH2:41][CH3:42])[CH3:39].CCN(C(C)C)C(C)C, predict the reaction product. (2) Given the reactants [Cl:1][C:2]1[C:3]([O:12][C:13]2[CH:14]=[C:15]([CH2:21][OH:22])[CH:16]=[C:17]([CH2:19][OH:20])[CH:18]=2)=[N:4][CH:5]=[C:6]([C:8]([F:11])([F:10])[F:9])[CH:7]=1.C(N(CC)CC)C.[C:30]([Si:34](Cl)([C:41]1[CH:46]=[CH:45][CH:44]=[CH:43][CH:42]=1)[C:35]1[CH:40]=[CH:39][CH:38]=[CH:37][CH:36]=1)([CH3:33])([CH3:32])[CH3:31].C(=O)([O-])O.[Na+], predict the reaction product. The product is: [Si:34]([O:20][CH2:19][C:17]1[CH:16]=[C:15]([CH2:21][OH:22])[CH:14]=[C:13]([O:12][C:3]2[C:2]([Cl:1])=[CH:7][C:6]([C:8]([F:11])([F:9])[F:10])=[CH:5][N:4]=2)[CH:18]=1)([C:30]([CH3:33])([CH3:32])[CH3:31])([C:41]1[CH:42]=[CH:43][CH:44]=[CH:45][CH:46]=1)[C:35]1[CH:40]=[CH:39][CH:38]=[CH:37][CH:36]=1.